This data is from Full USPTO retrosynthesis dataset with 1.9M reactions from patents (1976-2016). The task is: Predict the reactants needed to synthesize the given product. (1) Given the product [CH3:18][N:15]1[CH2:14][CH2:13][N:12]([C:8]2[N:7]3[C:3]([CH2:2][NH:1][C:39]([NH:38][C:32]4[CH:37]=[CH:36][CH:35]=[CH:34][CH:33]=4)=[O:40])=[C:4]([CH2:19][N:20]([CH3:31])[C@@H:21]4[C:30]5[N:29]=[CH:28][CH:27]=[CH:26][C:25]=5[CH2:24][CH2:23][CH2:22]4)[N:5]=[C:6]3[CH:11]=[CH:10][CH:9]=2)[CH2:17][CH2:16]1, predict the reactants needed to synthesize it. The reactants are: [NH2:1][CH2:2][C:3]1[N:7]2[C:8]([N:12]3[CH2:17][CH2:16][N:15]([CH3:18])[CH2:14][CH2:13]3)=[CH:9][CH:10]=[CH:11][C:6]2=[N:5][C:4]=1[CH2:19][N:20]([CH3:31])[C@@H:21]1[C:30]2[N:29]=[CH:28][CH:27]=[CH:26][C:25]=2[CH2:24][CH2:23][CH2:22]1.[C:32]1([N:38]=[C:39]=[O:40])[CH:37]=[CH:36][CH:35]=[CH:34][CH:33]=1. (2) Given the product [CH3:1][O:2][C:3]1[C:4]([NH:12][CH2:13][C:14]2[CH:19]=[CH:18][N:17]=[CH:16][CH:15]=2)=[C:5]([CH:9]=[CH:10][CH:11]=1)[C:6]([NH:58][O:57][CH2:56][C:54]1[N:55]=[C:51]([CH3:50])[S:52][CH:53]=1)=[O:8], predict the reactants needed to synthesize it. The reactants are: [CH3:1][O:2][C:3]1[C:4]([NH:12][CH2:13][C:14]2[CH:19]=[CH:18][N:17]=[CH:16][CH:15]=2)=[C:5]([CH:9]=[CH:10][CH:11]=1)[C:6]([OH:8])=O.C(N(CC)CC)C.C[N+](C)=C(N(C)C)ON1C2C=CC=CC=2N=N1.F[B-](F)(F)F.Cl.[CH3:50][C:51]1[S:52][CH:53]=[C:54]([CH2:56][O:57][NH2:58])[N:55]=1. (3) Given the product [S:1]1[CH:5]=[CH:4][N:3]=[C:2]1[N:6]1[CH2:11][CH2:10][CH:9]([C:12]([O-:14])=[O:13])[CH2:8][CH2:7]1.[Li+:17], predict the reactants needed to synthesize it. The reactants are: [S:1]1[CH:5]=[CH:4][N:3]=[C:2]1[N:6]1[CH2:11][CH2:10][CH:9]([C:12]([O:14]CC)=[O:13])[CH2:8][CH2:7]1.[Li+:17].[OH-].